From a dataset of Full USPTO retrosynthesis dataset with 1.9M reactions from patents (1976-2016). Predict the reactants needed to synthesize the given product. (1) Given the product [Cl:20][C:21]1[CH:22]=[C:23]([S:28]([NH:1][C:2]2[C:3]([C:9]([C:11]3[C:12]4[CH:19]=[CH:18][NH:17][C:13]=4[N:14]=[CH:15][CH:16]=3)=[O:10])=[N:4][CH:5]=[C:6]([Cl:8])[CH:7]=2)(=[O:30])=[O:29])[CH:24]=[CH:25][C:26]=1[CH3:27], predict the reactants needed to synthesize it. The reactants are: [NH2:1][C:2]1[C:3]([C:9]([C:11]2[CH:16]=[CH:15][N:14]=[C:13]3[NH:17][CH:18]=[CH:19][C:12]=23)=[O:10])=[N:4][CH:5]=[C:6]([Cl:8])[CH:7]=1.[Cl:20][C:21]1[CH:22]=[C:23]([S:28](Cl)(=[O:30])=[O:29])[CH:24]=[CH:25][C:26]=1[CH3:27].CO.[OH-].[Na+]. (2) The reactants are: C[Si](C)(C)CCOC[N:7]1[CH:11]=[CH:10][C:9]([C:12]2[C:13]3[NH:21][N:20]=[N:19][C:14]=3[N:15]=[C:16]([NH2:18])[N:17]=2)=[N:8]1.Cl. Given the product [NH:7]1[CH:11]=[CH:10][C:9]([C:12]2[C:13]3[NH:21][N:20]=[N:19][C:14]=3[N:15]=[C:16]([NH2:18])[N:17]=2)=[N:8]1, predict the reactants needed to synthesize it. (3) Given the product [N:14]([C:15]1[CH:16]=[CH:17][C:18]([C:21]([N:23]2[CH2:24][CH2:25][O:26][CH2:27][CH2:28]2)=[O:22])=[CH:19][CH:20]=1)=[C:6]=[S:7], predict the reactants needed to synthesize it. The reactants are: C(=O)([O-])[O-].[Ca+2].[C:6](Cl)(Cl)=[S:7].ClCCl.O.[NH2:14][C:15]1[CH:20]=[CH:19][C:18]([C:21]([N:23]2[CH2:28][CH2:27][O:26][CH2:25][CH2:24]2)=[O:22])=[CH:17][CH:16]=1.